From a dataset of Reaction yield outcomes from USPTO patents with 853,638 reactions. Predict the reaction yield, written as a fraction of the theoretical maximum amount of product (1.0 means a 100% yield; for example, 0.34 means a 34% yield). (1) The reactants are [CH3:1][C:2]1[O:6][C:5]([CH:7]([NH2:13])[C:8]2([CH3:12])[CH2:11][O:10][CH2:9]2)=[CH:4][CH:3]=1.[N:14]1[C:18]2[CH:19]=[CH:20][CH:21]=[C:22]([NH:23][C:24]3[C:25](=O)[C:26](=[O:30])[C:27]=3[O:28]C)[C:17]=2[NH:16][N:15]=1. The catalyst is CO. The product is [N:14]1[C:18]2[CH:19]=[CH:20][CH:21]=[C:22]([NH:23][C:24]3[C:27](=[O:28])[C:26](=[O:30])[C:25]=3[NH:13][CH:7]([C:5]3[O:6][C:2]([CH3:1])=[CH:3][CH:4]=3)[C:8]3([CH3:12])[CH2:9][O:10][CH2:11]3)[C:17]=2[NH:16][N:15]=1. The yield is 0.430. (2) The reactants are [C:1]([N:4]1[CH2:9][CH2:8][C:7]2[N:10]([CH2:23][CH:24](O)[CH2:25][N:26]3[CH2:31][CH2:30][N:29]([C:32]4[CH:39]=[CH:38][CH:37]=[CH:36][C:33]=4[C:34]#[N:35])[CH2:28][CH2:27]3)[N:11]=[C:12]([C:13]3[CH:18]=[CH:17][C:16]([C:19]([F:22])([F:21])[F:20])=[CH:15][CH:14]=3)[C:6]=2[CH2:5]1)(=[O:3])[CH3:2].CCN(S(F)(F)[F:47])CC.CO.C(Cl)Cl. The catalyst is C(Cl)Cl. The product is [C:1]([N:4]1[CH2:9][CH2:8][C:7]2[N:10]([CH2:23][CH:24]([F:47])[CH2:25][N:26]3[CH2:31][CH2:30][N:29]([C:32]4[CH:39]=[CH:38][CH:37]=[CH:36][C:33]=4[C:34]#[N:35])[CH2:28][CH2:27]3)[N:11]=[C:12]([C:13]3[CH:18]=[CH:17][C:16]([C:19]([F:22])([F:21])[F:20])=[CH:15][CH:14]=3)[C:6]=2[CH2:5]1)(=[O:3])[CH3:2]. The yield is 0.500.